From a dataset of Catalyst prediction with 721,799 reactions and 888 catalyst types from USPTO. Predict which catalyst facilitates the given reaction. Reactant: [C:1]([O:5][C:6]([N:8]1[CH2:13][CH2:12][O:11][CH:10]([CH2:14][OH:15])[CH2:9]1)=[O:7])([CH3:4])([CH3:3])[CH3:2].[H-].[Na+].[CH2:18]([C:22]1[N:23]=[N:24][C:25](Cl)=[CH:26][C:27]=1[C:28]1[CH:33]=[CH:32][C:31]([O:34][CH:35]2[CH2:40][CH2:39][CH2:38][CH2:37][CH2:36]2)=[CH:30][CH:29]=1)[CH2:19][CH2:20][CH3:21].O. Product: [C:1]([O:5][C:6]([N:8]1[CH2:13][CH2:12][O:11][CH:10]([CH2:14][O:15][C:25]2[N:24]=[N:23][C:22]([CH2:18][CH2:19][CH2:20][CH3:21])=[C:27]([C:28]3[CH:29]=[CH:30][C:31]([O:34][CH:35]4[CH2:40][CH2:39][CH2:38][CH2:37][CH2:36]4)=[CH:32][CH:33]=3)[CH:26]=2)[CH2:9]1)=[O:7])([CH3:4])([CH3:3])[CH3:2]. The catalyst class is: 39.